This data is from Reaction yield outcomes from USPTO patents with 853,638 reactions. The task is: Predict the reaction yield, written as a fraction of the theoretical maximum amount of product (1.0 means a 100% yield; for example, 0.34 means a 34% yield). The reactants are [C:1]([C@@H:3]1[N:7]([C:8]([O:10][C:11]([CH3:14])([CH3:13])[CH3:12])=[O:9])[C@H:6]([C:15]([O:17][CH2:18][CH3:19])=[O:16])[CH2:5][CH2:4]1)#[N:2].[N-:20]=[N+:21]=[N-:22].[Na+].[Cl-].[NH4+]. The catalyst is CN(C=O)C. The product is [N:2]1[NH:20][N:21]=[N:22][C:1]=1[C@@H:3]1[N:7]([C:8]([O:10][C:11]([CH3:13])([CH3:14])[CH3:12])=[O:9])[C@H:6]([C:15]([O:17][CH2:18][CH3:19])=[O:16])[CH2:5][CH2:4]1. The yield is 0.722.